Dataset: Forward reaction prediction with 1.9M reactions from USPTO patents (1976-2016). Task: Predict the product of the given reaction. (1) Given the reactants C(O[C:6](=O)[N:7]([CH2:9][CH2:10][O:11][C:12]1[CH:20]=[CH:19][CH:18]=[C:17]2[C:13]=1[CH:14]=[CH:15][N:16]2[C:21]1[CH:26]=[CH:25][C:24]([NH:27][C:28]([NH:30][C:31]2[CH:36]=[CH:35][C:34]([Cl:37])=[C:33]([C:38]([F:41])([F:40])[F:39])[CH:32]=2)=[O:29])=[CH:23][CH:22]=1)C)(C)(C)C, predict the reaction product. The product is: [ClH:37].[Cl:37][C:34]1[CH:35]=[CH:36][C:31]([NH:30][C:28]([NH:27][C:24]2[CH:25]=[CH:26][C:21]([N:16]3[C:17]4[C:13](=[C:12]([O:11][CH2:10][CH2:9][NH:7][CH3:6])[CH:20]=[CH:19][CH:18]=4)[CH:14]=[CH:15]3)=[CH:22][CH:23]=2)=[O:29])=[CH:32][C:33]=1[C:38]([F:41])([F:39])[F:40]. (2) Given the reactants [Br:1][C:2]1[C:3](=O)[C:4]2[C:12](=[CH:13][CH:14]=1)[C:11]1[C:6](=[CH:7][C:8]([Br:15])=[CH:9][CH:10]=1)[CH:5]=2.[C:17]1([O:23][C:24]2[CH:29]=[CH:28][CH:27]=[CH:26][CH:25]=2)[CH:22]=[CH:21][CH:20]=[CH:19][CH:18]=1.CS(O)(=O)=O.S[CH2:36][CH2:37][C:38]([OH:40])=O, predict the reaction product. The product is: [Br:1][C:2]1[CH:14]=[CH:13][C:12]2[C:11]3[C:6](=[CH:7][C:8]([Br:15])=[CH:9][CH:10]=3)[C:5]([C:2]3[CH:3]=[CH:4][C:12]([O:40][C:38]4[CH:37]=[CH:36][CH:7]=[CH:6][CH:5]=4)=[CH:13][CH:14]=3)([C:27]3[CH:26]=[CH:25][C:24]([O:23][C:17]4[CH:18]=[CH:19][CH:20]=[CH:21][CH:22]=4)=[CH:29][CH:28]=3)[C:4]=2[CH:3]=1. (3) Given the reactants [Br:1][C:2]1[C:3]([NH:15][CH2:16][CH3:17])=[C:4]([NH:9][C:10](=O)[CH2:11][C:12]#[N:13])[C:5]([Cl:8])=[N:6][CH:7]=1.BrC1C2N(CC)C(CC#N)=NC=2C(Cl)=NC=1.[N+:34]([O-])([O-])=[O:35].[Na+], predict the reaction product. The product is: [Br:1][C:2]1[C:3]2[N:15]([CH2:16][CH3:17])[C:10]([C:11](=[N:34][OH:35])[C:12]#[N:13])=[N:9][C:4]=2[C:5]([Cl:8])=[N:6][CH:7]=1. (4) The product is: [C:28]([CH:29]=[CH:30][C:2]1[CH:3]=[C:4]([CH:25]=[CH:26][CH:27]=1)[CH2:5][NH:6][C:7]1[N:11]([C@@H:12]2[O:18][C@H:17]([CH2:19][OH:20])[C@@H:15]([OH:16])[C@H:13]2[OH:14])[C:10]2[CH:21]=[CH:22][CH:23]=[CH:24][C:9]=2[N:8]=1)([OH:32])=[O:31]. Given the reactants Br[C:2]1[CH:3]=[C:4]([CH:25]=[CH:26][CH:27]=1)[CH2:5][NH:6][C:7]1[N:11]([C@@H:12]2[O:18][C@H:17]([CH2:19][OH:20])[C@@H:15]([OH:16])[C@H:13]2[OH:14])[C:10]2[CH:21]=[CH:22][CH:23]=[CH:24][C:9]=2[N:8]=1.[C:28]([OH:32])(=[O:31])[CH:29]=[CH2:30].C1(C)C=CC=CC=1P(C1C=CC=CC=1C)C1C=CC=CC=1C.C(N(CC)CC)C, predict the reaction product. (5) Given the reactants [S:1]([NH2:5])([NH2:4])(=[O:3])=[O:2].[F:6][C:7]1[CH:12]=[CH:11][C:10]([F:13])=[CH:9][C:8]=1[C@H:14]1[CH2:18][CH2:17][CH2:16][N:15]1[C:19]1[CH:24]=[CH:23][N:22]2[N:25]=[CH:26][C:27]([C:28]([NH:30][CH:31]3[CH2:36][CH2:35]N[CH2:33][CH2:32]3)=[O:29])=[C:21]2[CH:20]=1, predict the reaction product. The product is: [F:6][C:7]1[CH:12]=[CH:11][C:10]([F:13])=[CH:9][C:8]=1[C@H:14]1[CH2:18][CH2:17][CH2:16][N:15]1[C:19]1[CH:24]=[CH:23][N:22]2[N:25]=[CH:26][C:27]([C:28]([NH:30][CH:31]3[CH2:36][CH2:35][N:4]([S:1](=[O:3])(=[O:2])[NH2:5])[CH2:33][CH2:32]3)=[O:29])=[C:21]2[CH:20]=1.